This data is from Forward reaction prediction with 1.9M reactions from USPTO patents (1976-2016). The task is: Predict the product of the given reaction. (1) The product is: [CH3:13][O:12][C:6]1[CH:5]=[C:4]2[C:9]([N:10]=[CH:11][C:2]([O:18][CH:17]([N:28]3[CH2:29][CH2:30][CH2:31][CH:26]([NH:25][CH2:24][C:41]4[CH:42]=[CH:43][C:37]5[S:36][CH2:35][C:34](=[O:33])[NH:39][C:38]=5[CH:40]=4)[CH2:27]3)[CH2:16][CH3:15])=[N:3]2)=[CH:8][CH:7]=1. Given the reactants Cl[C:2]1[CH:11]=[N:10][C:9]2[C:4](=[CH:5][C:6]([O:12][CH3:13])=[CH:7][CH:8]=2)[N:3]=1.Br[CH2:15][CH2:16][CH2:17][OH:18].C(O[C:24](=O)[NH:25][CH:26]1[CH2:31][CH2:30][CH2:29][NH:28][CH2:27]1)(C)(C)C.[O:33]=[C:34]1[NH:39][C:38]2[CH:40]=[C:41](C=O)[CH:42]=[CH:43][C:37]=2[S:36][CH2:35]1, predict the reaction product. (2) Given the reactants [CH3:1][N:2]1[C:10]2[C:5](=[CH:6][C:7]([C:11](O)=[O:12])=[CH:8][CH:9]=2)[C:4]([C:14]2[NH:26][C:17]3=[N:18][CH:19]=[C:20]4[CH:24]=[N:23][N:22]([CH3:25])[C:21]4=[C:16]3[CH:15]=2)=[CH:3]1.[CH3:27][S:28]([NH2:31])(=[O:30])=[O:29], predict the reaction product. The product is: [CH3:1][N:2]1[C:10]2[C:5](=[CH:6][C:7]([C:11]([NH:31][S:28]([CH3:27])(=[O:30])=[O:29])=[O:12])=[CH:8][CH:9]=2)[C:4]([C:14]2[NH:26][C:17]3=[N:18][CH:19]=[C:20]4[CH:24]=[N:23][N:22]([CH3:25])[C:21]4=[C:16]3[CH:15]=2)=[CH:3]1. (3) Given the reactants [CH:1]1([S:6][CH2:7][C:8]([OH:10])=O)[CH2:5][CH2:4][CH2:3][CH2:2]1.S(Cl)([Cl:13])=O, predict the reaction product. The product is: [CH:1]1([S:6][CH2:7][C:8]([Cl:13])=[O:10])[CH2:5][CH2:4][CH2:3][CH2:2]1. (4) Given the reactants Cl[C:2]1[CH:7]=[C:6]([N:8]2[CH2:13][CH2:12][N:11]([CH3:14])[CH2:10][CH2:9]2)[N:5]=[C:4]([NH2:15])[N:3]=1.[Br-].[CH:17]12[CH2:26][CH:21]3[CH2:22][CH:23]([CH2:25][CH:19]([CH2:20]3)[CH:18]1[Zn+])[CH2:24]2, predict the reaction product. The product is: [CH:17]12[CH2:26][CH:21]3[CH2:22][CH:23]([CH2:25][CH:19]([CH2:20]3)[CH:18]1[C:2]1[CH:7]=[C:6]([N:8]3[CH2:13][CH2:12][N:11]([CH3:14])[CH2:10][CH2:9]3)[N:5]=[C:4]([NH2:15])[N:3]=1)[CH2:24]2. (5) Given the reactants [OH:1][C:2]1[CH:9]=[CH:8][C:7]([O:10][CH3:11])=[CH:6][C:3]=1[CH:4]=[O:5].C([O-])([O-])=O.[Cs+].[Cs+].Br[CH2:19][C:20]([O:22][CH2:23][CH3:24])=[O:21], predict the reaction product. The product is: [CH2:23]([O:22][C:20](=[O:21])[CH2:19][O:1][C:2]1[CH:9]=[CH:8][C:7]([O:10][CH3:11])=[CH:6][C:3]=1[CH:4]=[O:5])[CH3:24]. (6) Given the reactants [C:1]([N:8]1[CH2:13][CH2:12][N:11]([C:14]2[CH:19]=[CH:18][CH:17]=[CH:16][C:15]=2[OH:20])[CH2:10][CH2:9]1)([O:3][C:4]([CH3:7])([CH3:6])[CH3:5])=[O:2].[CH3:21][N:22]1[CH:26]=[CH:25][N:24]=[C:23]1[CH2:27]O.C1(P(C2C=CC=CC=2)C2C=CC=CC=2)C=CC=CC=1.CCOC(/N=N/C(OCC)=O)=O, predict the reaction product. The product is: [C:1]([N:8]1[CH2:13][CH2:12][N:11]([C:14]2[CH:19]=[CH:18][CH:17]=[CH:16][C:15]=2[O:20][CH2:27][C:23]2[N:22]([CH3:21])[CH:26]=[CH:25][N:24]=2)[CH2:10][CH2:9]1)([O:3][C:4]([CH3:7])([CH3:6])[CH3:5])=[O:2]. (7) Given the reactants C1COCC1.CS(C)=O.[C:10]([C:13]1[CH:18]=[CH:17][N:16]=[CH:15][CH:14]=1)(=[O:12])[CH3:11], predict the reaction product. The product is: [CH3:11][CH:10]([C:13]1[CH:18]=[CH:17][N:16]=[CH:15][CH:14]=1)[OH:12]. (8) Given the reactants Br[C:2]1[CH:3]=[C:4]([NH:9][S:10]([CH3:13])(=[O:12])=[O:11])[CH:5]=[C:6]([F:8])[CH:7]=1.[B:14]1([B:14]2[O:18][C:17]([CH3:20])([CH3:19])[C:16]([CH3:22])([CH3:21])[O:15]2)[O:18][C:17]([CH3:20])([CH3:19])[C:16]([CH3:22])([CH3:21])[O:15]1.CC([O-])=O.[K+], predict the reaction product. The product is: [F:8][C:6]1[CH:5]=[C:4]([NH:9][S:10]([CH3:13])(=[O:12])=[O:11])[CH:3]=[C:2]([B:14]2[O:18][C:17]([CH3:20])([CH3:19])[C:16]([CH3:22])([CH3:21])[O:15]2)[CH:7]=1. (9) Given the reactants CCN=C=NCCCN(C)C.[CH3:12][N:13]1[C:21]2[C:16](=[CH:17][C:18]([C:22]([F:25])([F:24])[F:23])=[CH:19][CH:20]=2)[C:15]([NH:26][CH2:27][C:28]([NH:30][CH:31]2[CH2:34][N:33]([CH:35]3[CH2:40][CH2:39][CH:38]([C:41]([OH:43])=O)[CH2:37][CH2:36]3)[CH2:32]2)=[O:29])=[N:14]1.[NH2:44][CH2:45][CH2:46][OH:47], predict the reaction product. The product is: [OH:47][CH2:46][CH2:45][NH:44][C:41]([CH:38]1[CH2:39][CH2:40][CH:35]([N:33]2[CH2:34][CH:31]([NH:30][C:28](=[O:29])[CH2:27][NH:26][C:15]3[C:16]4[C:21](=[CH:20][CH:19]=[C:18]([C:22]([F:23])([F:24])[F:25])[CH:17]=4)[N:13]([CH3:12])[N:14]=3)[CH2:32]2)[CH2:36][CH2:37]1)=[O:43].